From a dataset of Forward reaction prediction with 1.9M reactions from USPTO patents (1976-2016). Predict the product of the given reaction. Given the reactants [Br:1][C:2]1[CH:3]=[C:4]([CH:8]=[CH:9][C:10]=1[C:11]([N:13]1[CH2:17][CH2:16][CH2:15][CH2:14]1)=[O:12])[C:5]([OH:7])=O.CN(C(ON1N=NC2C=CC=CC1=2)=[N+](C)C)C.[B-](F)(F)(F)F.C(N(C(C)C)CC)(C)C.[Cl:49][C:50]1[CH:61]=[CH:60][C:53]2[NH:54][C:55]([CH:57]([NH2:59])[CH3:58])=[N:56][C:52]=2[CH:51]=1.BrBr.ClCl, predict the reaction product. The product is: [Cl:49][C:50]1[CH:61]=[CH:60][C:53]2[NH:54][C:55]([CH:57]([NH:59][C:5](=[O:7])[C:4]3[CH:8]=[CH:9][C:10]([C:11]([N:13]4[CH2:17][CH2:16][CH2:15][CH2:14]4)=[O:12])=[C:2]([Br:1])[CH:3]=3)[CH3:58])=[N:56][C:52]=2[CH:51]=1.